This data is from Full USPTO retrosynthesis dataset with 1.9M reactions from patents (1976-2016). The task is: Predict the reactants needed to synthesize the given product. (1) Given the product [Cl:1][C:2]1[N:7]=[C:6]2[N:8]([CH2:12][C:13]3[CH:18]=[CH:17][C:16]([Cl:19])=[CH:15][C:14]=3[Cl:20])[CH:9]=[CH:10][C:5]2=[CH:4][CH:3]=1, predict the reactants needed to synthesize it. The reactants are: [Cl:1][C:2]1[N:7]=[C:6]2[NH:8][CH:9]=[CH:10][C:5]2=[CH:4][CH:3]=1.Br[CH2:12][C:13]1[CH:18]=[CH:17][C:16]([Cl:19])=[CH:15][C:14]=1[Cl:20]. (2) The reactants are: Cl[CH2:2][C:3]([NH:5][C@H:6]([C:16]1[C:21]([C:22]2[CH:23]=[CH:24][C:25]([F:31])=[C:26]([CH:30]=2)[C:27]([NH2:29])=[O:28])=[CH:20][CH:19]=[CH:18][N:17]=1)[CH2:7][C:8]1[CH:13]=[C:12]([F:14])[CH:11]=[C:10]([F:15])[CH:9]=1)=[O:4].[CH2:32]([C:34]1[NH:38][N:37]=[C:36]([C:39]([F:42])([F:41])[F:40])[CH:35]=1)[CH3:33]. Given the product [F:15][C:10]1[CH:9]=[C:8]([CH2:7][C@@H:6]([C:16]2[C:21]([C:22]3[CH:23]=[CH:24][C:25]([F:31])=[C:26]([CH:30]=3)[C:27]([NH2:29])=[O:28])=[CH:20][CH:19]=[CH:18][N:17]=2)[NH:5][C:3](=[O:4])[CH2:2][N:38]2[C:34]([CH2:32][CH3:33])=[CH:35][C:36]([C:39]([F:40])([F:41])[F:42])=[N:37]2)[CH:13]=[C:12]([F:14])[CH:11]=1, predict the reactants needed to synthesize it. (3) Given the product [CH2:1]([N:3]1[CH:7]=[C:6]([NH:8][C:9]2[N:10]=[CH:11][C:12]3[N:17]=[N:16][N:15]([C:18]4[CH:23]=[CH:22][C:21]([C:24]([CH3:26])([O:27][CH2:39][CH2:29][OH:28])[CH3:25])=[CH:20][CH:19]=4)[C:13]=3[N:14]=2)[CH:5]=[N:4]1)[CH3:2], predict the reactants needed to synthesize it. The reactants are: [CH2:1]([N:3]1[CH:7]=[C:6]([NH:8][C:9]2[N:10]=[CH:11][C:12]3[N:17]=[N:16][N:15]([C:18]4[CH:23]=[CH:22][C:21]([C:24]([OH:27])([CH3:26])[CH3:25])=[CH:20][CH:19]=4)[C:13]=3[N:14]=2)[CH:5]=[N:4]1)[CH3:2].[OH2:28].[C:29]1([CH3:39])C=CC(S(O)(=O)=O)=CC=1.O. (4) The reactants are: Br[C:2]1[C:15]2[C:16]3=[C:17]4[C:12](=[CH:13][CH:14]=2)[CH:11]=[C:10]([C:18]([CH3:21])([CH3:20])[CH3:19])[CH:9]=[C:8]4[CH:7]=[CH:6][C:5]3=[C:4](Br)[CH:3]=1.[Cl:23][C:24]1[CH:29]=[CH:28][C:27](B(O)O)=[CH:26][CH:25]=1.C(=O)([O-])[O-].[Na+].[Na+].CO[CH2:41][CH2:42]OC. Given the product [C:18]([C:10]1[CH:11]=[C:12]2[C:17]3=[C:16]4[C:15](=[C:2]([C:42]5[CH:41]=[CH:29][C:24]([Cl:23])=[CH:25][CH:26]=5)[CH:3]=[C:4]([C:27]5[CH:28]=[CH:29][C:24]([Cl:23])=[CH:25][CH:26]=5)[C:5]4=[CH:6][CH:7]=[C:8]3[CH:9]=1)[CH:14]=[CH:13]2)([CH3:19])([CH3:21])[CH3:20], predict the reactants needed to synthesize it. (5) Given the product [NH:4]1[C:8]2=[N:9][CH:10]=[CH:11][CH:12]=[C:7]2[C:6]([C:13]2[O:14][C:2]([NH2:1])=[N:16][N:15]=2)=[CH:5]1, predict the reactants needed to synthesize it. The reactants are: [N:1]#[C:2]Br.[NH:4]1[C:8]2=[N:9][CH:10]=[CH:11][CH:12]=[C:7]2[C:6]([C:13]([NH:15][NH2:16])=[O:14])=[CH:5]1.C(=O)([O-])O.[Na+]. (6) Given the product [ClH:38].[CH3:1][O:2][C:3]([C@H:5]1[NH:21][C:20](=[O:22])[C@H:19]([CH2:23][CH:24]([CH3:26])[CH3:25])[NH:18][C:17](=[O:27])[C@@H:16]([NH2:28])[CH2:15][C:14]2=[CH:36][CH:37]=[C:11]([CH:12]=[CH:13]2)[O:10][CH2:9][CH2:8][CH2:7][CH2:6]1)=[O:4], predict the reactants needed to synthesize it. The reactants are: [CH3:1][O:2][C:3]([C@H:5]1[NH:21][C:20](=[O:22])[C@H:19]([CH2:23][CH:24]([CH3:26])[CH3:25])[NH:18][C:17](=[O:27])[C@@H:16]([NH:28]C(OC(C)(C)C)=O)[CH2:15][C:14]2=[CH:36][CH:37]=[C:11]([CH:12]=[CH:13]2)[O:10][CH2:9][CH2:8][CH2:7][CH2:6]1)=[O:4].[ClH:38]. (7) Given the product [Cl:1][C:2]1[CH:7]=[C:6]([O:8][CH3:9])[CH:5]=[CH:4][C:3]=1[C:10]1[CH:15]=[CH:14][N:13]=[C:12]([NH:33][CH:31]([CH3:32])[CH2:30][O:29][CH3:28])[C:11]=1[N+:24]([O-:26])=[O:25], predict the reactants needed to synthesize it. The reactants are: [Cl:1][C:2]1[CH:7]=[C:6]([O:8][CH3:9])[CH:5]=[CH:4][C:3]=1[C:10]1[CH:15]=[CH:14][N:13]=[C:12](OS(C(F)(F)F)(=O)=O)[C:11]=1[N+:24]([O-:26])=[O:25].Cl.[CH3:28][O:29][CH2:30][CH:31]([NH2:33])[CH3:32].